Dataset: Full USPTO retrosynthesis dataset with 1.9M reactions from patents (1976-2016). Task: Predict the reactants needed to synthesize the given product. Given the product [Cl:2][C:3]1[CH:12]=[C:11]2[C:6]([C:7]([NH:13][C:14]3[CH:15]=[CH:16][C:17]([N:22]4[CH2:23][CH2:24][O:25][CH2:26][CH2:27]4)=[C:18]([CH2:32][N:33]4[CH2:38][CH2:44][O:45][CH2:35][CH2:34]4)[CH:19]=3)=[CH:8][CH:9]=[N:10]2)=[CH:5][CH:4]=1, predict the reactants needed to synthesize it. The reactants are: Cl.[Cl:2][C:3]1[CH:12]=[C:11]2[C:6]([C:7]([NH:13][C:14]3[CH:15]=[CH:16][C:17]([N:22]4[CH2:27][CH2:26][O:25][CH2:24][CH2:23]4)=[C:18](CO)[CH:19]=3)=[CH:8][CH:9]=[N:10]2)=[CH:5][CH:4]=1.S(Cl)(Cl)=O.[CH3:32][N:33]([CH3:38])[CH2:34][CH2:35]NC.CN1[C:44](=[O:45])CCC1.